From a dataset of Full USPTO retrosynthesis dataset with 1.9M reactions from patents (1976-2016). Predict the reactants needed to synthesize the given product. (1) Given the product [CH:24]1([CH2:23][N:22]2[C:21]3[CH:30]=[C:31]([F:35])[C:32]([F:34])=[CH:33][C:20]=3[N:19]=[C:18]2[C:17]2[C:12]([O:11][CH2:10][C:7]3[CH:8]=[CH:9][C:4]([C:3]([OH:36])=[O:2])=[CH:5][CH:6]=3)=[N:13][CH:14]=[CH:15][CH:16]=2)[CH2:29][CH2:28][CH2:27][CH2:26][CH2:25]1, predict the reactants needed to synthesize it. The reactants are: C[O:2][C:3](=[O:36])[C:4]1[CH:9]=[CH:8][C:7]([CH2:10][O:11][C:12]2[C:17]([C:18]3[N:22]([CH2:23][CH:24]4[CH2:29][CH2:28][CH2:27][CH2:26][CH2:25]4)[C:21]4[CH:30]=[C:31]([F:35])[C:32]([F:34])=[CH:33][C:20]=4[N:19]=3)=[CH:16][CH:15]=[CH:14][N:13]=2)=[CH:6][CH:5]=1.O.[OH-].[Li+]. (2) Given the product [CH3:1][N:2]([S:23]([C:26]1[CH:31]=[CH:30][CH:29]=[CH:28][N:27]=1)(=[O:25])=[O:24])[C:3]1[CH:4]=[CH:5][CH:6]=[C:7]2[C:11]=1[NH:10][C:9]([C:12]1[S:13][CH:14]([CH2:17][C:18]([OH:20])=[O:19])[CH2:15][N:16]=1)=[CH:8]2, predict the reactants needed to synthesize it. The reactants are: [CH3:1][N:2]([S:23]([C:26]1[CH:31]=[CH:30][CH:29]=[CH:28][N:27]=1)(=[O:25])=[O:24])[C:3]1[CH:4]=[CH:5][CH:6]=[C:7]2[C:11]=1[NH:10][C:9]([C:12]1[S:13][CH:14]([CH2:17][C:18]([O:20]CC)=[O:19])[CH2:15][N:16]=1)=[CH:8]2.[OH-].[K+].Cl. (3) Given the product [C:13]1([S:19][C:2]2[C:11]3[C:6](=[CH:7][CH:8]=[CH:9][CH:10]=3)[C:5](=[O:12])[NH:4][N:3]=2)[CH:18]=[CH:17][CH:16]=[CH:15][CH:14]=1, predict the reactants needed to synthesize it. The reactants are: Cl[C:2]1[C:11]2[C:6](=[CH:7][CH:8]=[CH:9][CH:10]=2)[C:5](=[O:12])[NH:4][N:3]=1.[C:13]1([SH:19])[CH:18]=[CH:17][CH:16]=[CH:15][CH:14]=1.C([O-])([O-])=O.[K+].[K+]. (4) Given the product [CH3:28][N:2]([CH3:1])[C:3]([C:5]1[C:6]([CH2:17][CH2:18][CH:19]([OH:20])[C:21]2[CH:26]=[CH:25][CH:24]=[CH:23][C:22]=2[CH3:27])=[C:7]([OH:16])[C:8]2[N:9]([C:11]([CH3:15])=[C:12]([CH3:14])[N:13]=2)[CH:10]=1)=[O:4], predict the reactants needed to synthesize it. The reactants are: [CH3:1][N:2]([CH3:28])[C:3]([C:5]1[C:6]([CH2:17][CH2:18][C:19]([C:21]2[CH:26]=[CH:25][CH:24]=[CH:23][C:22]=2[CH3:27])=[O:20])=[C:7]([OH:16])[C:8]2[N:9]([C:11]([CH3:15])=[C:12]([CH3:14])[N:13]=2)[CH:10]=1)=[O:4].[BH4-].[Na+].[Cl-].[NH4+].ClCCl. (5) The reactants are: [NH2:1][C:2]1[CH:3]=[C:4]([SH:8])[CH:5]=[CH:6][CH:7]=1.C(=O)([O-])[O-].[Cs+].[Cs+].Cl[C:16]1[C:25]2[C:20](=[CH:21][C:22]([O:31][CH2:32][CH2:33][O:34][CH3:35])=[C:23]([O:26][CH2:27][CH2:28][O:29][CH3:30])[CH:24]=2)[N:19]=[CH:18][N:17]=1. Given the product [CH3:30][O:29][CH2:28][CH2:27][O:26][C:23]1[CH:24]=[C:25]2[C:20](=[CH:21][C:22]=1[O:31][CH2:32][CH2:33][O:34][CH3:35])[N:19]=[CH:18][N:17]=[C:16]2[S:8][C:4]1[CH:3]=[C:2]([CH:7]=[CH:6][CH:5]=1)[NH2:1], predict the reactants needed to synthesize it.